From a dataset of Reaction yield outcomes from USPTO patents with 853,638 reactions. Predict the reaction yield, written as a fraction of the theoretical maximum amount of product (1.0 means a 100% yield; for example, 0.34 means a 34% yield). (1) The product is [Br:12][C:7]1[CH:8]=[N:9][C:10]2[C:5]([CH:6]=1)=[N:4][CH:3]=[C:2]([CH:18]=[CH:19][O:20][CH2:21][CH3:22])[CH:11]=2. The reactants are Br[C:2]1[CH:3]=[N:4][C:5]2[C:10]([CH:11]=1)=[N:9][CH:8]=[C:7]([Br:12])[CH:6]=2.C([Sn](CCCC)(CCCC)[CH:18]=[CH:19][O:20][CH2:21][CH3:22])CCC.[Li+].[Cl-].[F-].[K+]. The catalyst is C1(C)C=CC=CC=1.C(Cl)Cl.Cl[Pd](Cl)([P](C1C=CC=CC=1)(C1C=CC=CC=1)C1C=CC=CC=1)[P](C1C=CC=CC=1)(C1C=CC=CC=1)C1C=CC=CC=1. The yield is 0.550. (2) The reactants are [Br:1][C:2]1[CH:3]=[C:4]([N:10]([C:18]2[CH:23]=[CH:22][C:21]([C:24](N3CCOCC3)=[O:25])=[CH:20][N:19]=2)[C:11](=[O:17])[O:12][C:13]([CH3:16])([CH3:15])[CH3:14])[C:5](=[O:9])[N:6]([CH3:8])[CH:7]=1. The yield is 0.944. The catalyst is C1COCC1.C(OCC)(=O)C.[H-].[Cl-].C1([Zr+2]C2C=CC=C2)C=CC=C1. The product is [C:13]([O:12][C:11](=[O:17])[N:10]([C:4]1[C:5](=[O:9])[N:6]([CH3:8])[CH:7]=[C:2]([Br:1])[CH:3]=1)[C:18]1[CH:23]=[CH:22][C:21]([CH:24]=[O:25])=[CH:20][N:19]=1)([CH3:16])([CH3:14])[CH3:15]. (3) The reactants are [CH2:1]([O:3][C:4](=[O:26])[C:5]([CH3:25])([CH3:24])[CH2:6][CH2:7][CH2:8][CH2:9][C:10](=O)[CH2:11][CH2:12][CH2:13][CH2:14][C:15]([CH3:22])([CH3:21])[C:16]([O:18][CH2:19][CH3:20])=[O:17])[CH3:2].[CH2:27]([SH:31])[CH2:28][CH2:29][SH:30].B(F)(F)F.CCOCC. The catalyst is ClCCl. The product is [CH2:1]([O:3][C:4](=[O:26])[C:5]([CH3:25])([CH3:24])[CH2:6][CH2:7][CH2:8][CH2:9][C:10]1([CH2:11][CH2:12][CH2:13][CH2:14][C:15]([C:16]([O:18][CH2:19][CH3:20])=[O:17])([CH3:22])[CH3:21])[S:31][CH2:27][CH2:28][CH2:29][S:30]1)[CH3:2]. The yield is 0.800. (4) The reactants are [CH2:1]([N:8]([CH3:12])[CH2:9][CH2:10]O)[C:2]1[CH:7]=[CH:6][CH:5]=[CH:4][CH:3]=1.C(N(CC)CC)C.CS(Cl)(=O)=O.[CH:25]12[CH2:34][CH:29]3[CH2:30][CH:31]([CH2:33][CH:27]([CH2:28]3)[CH:26]1[NH:35][C:36](=[O:42])[C@H:37]1[CH2:41][CH2:40][CH2:39][NH:38]1)[CH2:32]2. The catalyst is ClCCl.C(#N)C.O. The product is [CH:27]12[CH2:28][CH:29]3[CH2:30][CH:31]([CH2:32][CH:25]([CH2:34]3)[CH:26]1[NH:35][C:36]([CH:37]1[CH2:41][CH2:40][CH2:39][N:38]1[CH2:10][CH2:9][N:8]([CH2:1][C:2]1[CH:7]=[CH:6][CH:5]=[CH:4][CH:3]=1)[CH3:12])=[O:42])[CH2:33]2. The yield is 0.740. (5) The reactants are [Cl:1][C:2]1[CH:18]=[CH:17][C:5]2[CH2:6][CH2:7][N:8](C(=O)C(F)(F)F)[CH2:9][CH2:10][C:4]=2[C:3]=1[OH:19].[C:20](=[O:23])([O-])[O-:21].[K+].[K+]. The catalyst is CO.O.C(Cl)Cl. The product is [C:4]([O:21][C:20]([N:8]1[CH2:9][CH2:10][C:4]2[C:3]([OH:19])=[C:2]([Cl:1])[CH:18]=[CH:17][C:5]=2[CH2:6][CH2:7]1)=[O:23])([CH3:10])([CH3:5])[CH3:3]. The yield is 1.00. (6) The reactants are [S:1]1[C:5]2[CH:6]=[CH:7][CH:8]=[CH:9][C:4]=2[CH:3]=[C:2]1[C:10]([NH:12][C:13]1[N:21]=[CH:20][CH:19]=[CH:18][C:14]=1[C:15]([NH2:17])=[O:16])=O.[OH-].[Na+]. The catalyst is C(O)C. The product is [S:1]1[C:5]2[CH:6]=[CH:7][CH:8]=[CH:9][C:4]=2[CH:3]=[C:2]1[C:10]1[N:17]=[C:15]([OH:16])[C:14]2[CH:18]=[CH:19][CH:20]=[N:21][C:13]=2[N:12]=1. The yield is 0.570. (7) The reactants are [CH3:1][C:2]1[N:3]=[C:4]([C:8]2[CH2:9][CH2:10][N:11]([C:14]([O:16][C:17]([CH3:20])([CH3:19])[CH3:18])=[O:15])[CH2:12][CH:13]=2)[NH:5][C:6]=1[CH3:7].[H][H]. The catalyst is [C].[Pd].CO. The product is [CH3:7][C:6]1[N:5]=[C:4]([CH:8]2[CH2:9][CH2:10][N:11]([C:14]([O:16][C:17]([CH3:20])([CH3:19])[CH3:18])=[O:15])[CH2:12][CH2:13]2)[NH:3][C:2]=1[CH3:1]. The yield is 0.900. (8) The reactants are [NH:1]1[CH2:6][CH2:5][CH:4]([C:7]2[NH:11][C:10]3[CH:12]=[CH:13][CH:14]=[CH:15][C:9]=3[N:8]=2)[CH2:3][CH2:2]1.[O:16]1[CH2:18][CH:17]1[CH2:19][N:20]1[C:28]2[CH2:27][CH2:26][N:25]([C:29](=[O:31])[CH3:30])[CH2:24][C:23]=2[C:22]([C:32]2[CH:37]=[CH:36][C:35]([C:38]([F:41])([F:40])[F:39])=[CH:34][CH:33]=2)=[N:21]1. The catalyst is CCO. The product is [NH:11]1[C:10]2[CH:12]=[CH:13][CH:14]=[CH:15][C:9]=2[N:8]=[C:7]1[CH:4]1[CH2:3][CH2:2][N:1]([CH2:18][CH:17]([OH:16])[CH2:19][N:20]2[C:28]3[CH2:27][CH2:26][N:25]([C:29](=[O:31])[CH3:30])[CH2:24][C:23]=3[C:22]([C:32]3[CH:37]=[CH:36][C:35]([C:38]([F:41])([F:40])[F:39])=[CH:34][CH:33]=3)=[N:21]2)[CH2:6][CH2:5]1. The yield is 0.360. (9) The reactants are [OH:1][C@H:2]([CH2:16][OH:17])[CH2:3][O:4][C:5]1[CH:10]=[CH:9][CH:8]=[CH:7][C:6]=1[CH2:11][CH2:12][CH2:13][CH2:14][NH2:15].C(NCCCCC1C=CC=CC=1OC[C@@H](O)CO)(OCC1C=CC=CC=1)=O. No catalyst specified. The product is [OH:1][C@@H:2]([CH2:16][OH:17])[CH2:3][O:4][C:5]1[CH:10]=[CH:9][CH:8]=[CH:7][C:6]=1[CH2:11][CH2:12][CH2:13][CH2:14][NH2:15]. The yield is 0.990.